Dataset: Full USPTO retrosynthesis dataset with 1.9M reactions from patents (1976-2016). Task: Predict the reactants needed to synthesize the given product. (1) Given the product [CH3:28][C:25]1[C:24]([NH:29][C:30]([O:32][C@@H:33]([C:35]2[CH:36]=[CH:37][CH:38]=[CH:39][CH:40]=2)[CH3:34])=[O:31])=[C:23]([C:20]2[CH:21]=[CH:22][C:17]([C:14]3[CH:13]=[CH:12][C:11]([C:6]4([C:4]([OH:5])=[O:3])[CH2:10][CH2:9][CH2:8][CH2:7]4)=[CH:16][CH:15]=3)=[CH:18][CH:19]=2)[O:27][N:26]=1, predict the reactants needed to synthesize it. The reactants are: C([O:3][C:4]([C:6]1([C:11]2[CH:16]=[CH:15][C:14]([C:17]3[CH:22]=[CH:21][C:20]([C:23]4[O:27][N:26]=[C:25]([CH3:28])[C:24]=4[NH:29][C:30]([O:32][C@@H:33]([C:35]4[CH:40]=[CH:39][CH:38]=[CH:37][CH:36]=4)[CH3:34])=[O:31])=[CH:19][CH:18]=3)=[CH:13][CH:12]=2)[CH2:10][CH2:9][CH2:8][CH2:7]1)=[O:5])C.[Li+].[OH-].CCOC(C)=O. (2) The reactants are: CC1C=CC(S(OCC2CC3C(C(F)(F)F)=CC=C(Cl)C=3O2)(=O)=O)=CC=1.[N-]=[N+]=[N-].[Na+].N(CC1CC2C=C(Cl)C=C(C3C=CSC=3)C=2O1)=[N+]=[N-].[N:50]([CH2:53][CH:54]1[CH2:58][C:57]2[C:59]([C:64]([F:67])([F:66])[F:65])=[CH:60][CH:61]=[C:62]([Cl:63])[C:56]=2[O:55]1)=[N+]=[N-].[N-]=[N+]=[N-]. Given the product [Cl:63][C:62]1[C:56]2[O:55][CH:54]([CH2:53][NH2:50])[CH2:58][C:57]=2[C:59]([C:64]([F:67])([F:65])[F:66])=[CH:60][CH:61]=1, predict the reactants needed to synthesize it. (3) Given the product [C:13]([C@H:10]1[CH2:11][CH2:12][C@H:7]([NH:6][C:4](=[O:5])[C:3]2[CH:16]=[C:17]([C:20]([F:21])([F:22])[F:23])[CH:18]=[CH:19][C:2]=2[Cl:1])[CH2:8][CH2:9]1)(=[O:15])[CH3:14], predict the reactants needed to synthesize it. The reactants are: [Cl:1][C:2]1[CH:19]=[CH:18][C:17]([C:20]([F:23])([F:22])[F:21])=[CH:16][C:3]=1[C:4]([NH:6][C@H:7]1[CH2:12][CH2:11][C@H:10]([C@@H:13]([OH:15])[CH3:14])[CH2:9][CH2:8]1)=[O:5].CCN(C(C)C)C(C)C. (4) Given the product [CH2:12]([O:19][C:20]([NH:1][C@H:2]([C:7]1[S:8][CH:9]=[CH:10][CH:11]=1)[CH2:3][C:4]([OH:6])=[O:5])=[O:21])[C:13]1[CH:18]=[CH:17][CH:16]=[CH:15][CH:14]=1, predict the reactants needed to synthesize it. The reactants are: [NH2:1][C@H:2]([C:7]1[S:8][CH:9]=[CH:10][CH:11]=1)[CH2:3][C:4]([OH:6])=[O:5].[CH2:12]([O:19][C:20](Cl)=[O:21])[C:13]1[CH:18]=[CH:17][CH:16]=[CH:15][CH:14]=1.O1CCOCC1.Cl.